Dataset: Catalyst prediction with 721,799 reactions and 888 catalyst types from USPTO. Task: Predict which catalyst facilitates the given reaction. (1) Reactant: [C:1]([C:4]1[S:8][C:7]([NH:9][C:10]([C:12]2[CH:17]=[CH:16][N:15]=[CH:14][CH:13]=2)=[O:11])=[N:6][C:5]=1[C:18]1[O:19][CH:20]=[CH:21][CH:22]=1)([OH:3])=O.[NH:23]1[CH2:28][CH2:27][O:26][CH2:25][CH2:24]1.CCN=C=NCCCN(C)C.Cl.O.ON1C2C=CC=CC=2N=N1.C(N(CC)CC)C. Product: [O:19]1[CH:20]=[CH:21][CH:22]=[C:18]1[C:5]1[N:6]=[C:7]([NH:9][C:10]([C:12]2[CH:17]=[CH:16][N:15]=[CH:14][CH:13]=2)=[O:11])[S:8][C:4]=1[C:1]([N:23]1[CH2:28][CH2:27][O:26][CH2:25][CH2:24]1)=[O:3]. The catalyst class is: 18. (2) Reactant: Br[C:2]1[N:3]([C:8]2[CH:13]=[C:12]([C:14]([F:17])([F:16])[F:15])[CH:11]=[C:10]([O:18][CH3:19])[C:9]=2[N+:20]([O-:22])=[O:21])[CH:4]=[C:5]([CH3:7])[N:6]=1.[CH3:23][C:24]1[CH:25]=[N:26][CH:27]=[CH:28][C:29]=1B(O)O.O1CCOCC1.C([O-])([O-])=O.[K+].[K+]. Product: [CH3:19][O:18][C:10]1[C:9]([N+:20]([O-:22])=[O:21])=[C:8]([N:3]2[CH:4]=[C:5]([CH3:7])[N:6]=[C:2]2[C:29]2[CH:28]=[CH:27][N:26]=[CH:25][C:24]=2[CH3:23])[CH:13]=[C:12]([C:14]([F:17])([F:16])[F:15])[CH:11]=1. The catalyst class is: 103. (3) Reactant: [CH3:1][N:2]1[CH:6]=[C:5]([C:7]2[N:12]=[C:11]3[N:13]([CH2:16][CH:17]4[CH2:22][CH2:21][CH2:20][N:19]([C:23]5[N:28]=[CH:27][C:26]([C:29]6[CH:33]=[CH:32][N:31]([CH:34]7[CH2:39][CH2:38][N:37](C([O-])=O)[CH2:36][CH2:35]7)[N:30]=6)=[CH:25][N:24]=5)[CH2:18]4)[N:14]=[N:15][C:10]3=[N:9][CH:8]=2)[CH:4]=[N:3]1.[ClH:43]. Product: [ClH:43].[CH3:1][N:2]1[CH:6]=[C:5]([C:7]2[N:12]=[C:11]3[N:13]([CH2:16][CH:17]4[CH2:22][CH2:21][CH2:20][N:19]([C:23]5[N:28]=[CH:27][C:26]([C:29]6[CH:33]=[CH:32][N:31]([CH:34]7[CH2:39][CH2:38][NH:37][CH2:36][CH2:35]7)[N:30]=6)=[CH:25][N:24]=5)[CH2:18]4)[N:14]=[N:15][C:10]3=[N:9][CH:8]=2)[CH:4]=[N:3]1. The catalyst class is: 135.